This data is from Forward reaction prediction with 1.9M reactions from USPTO patents (1976-2016). The task is: Predict the product of the given reaction. (1) Given the reactants C(N([P:8]([N:12]([CH:16]([CH3:18])[CH3:17])[CH:13]([CH3:15])[CH3:14])(Cl)([O-:10])[O-:9])C(C)C)(C)C.[C:19]([NH:22][C:23]1[CH:59]=[CH:58][N:26]([C@@H:27]2[O:57][C@H:31]([CH2:32][O:33][C:34]([C:51]3[CH:56]=[CH:55][CH:54]=[CH:53][CH:52]=3)([C:43]3[CH:48]=[CH:47][C:46]([O:49][CH3:50])=[CH:45][CH:44]=3)[C:35]3[CH:40]=[CH:39][C:38]([O:41][CH3:42])=[CH:37][CH:36]=3)[C@@H:29]([OH:30])[CH2:28]2)[C:25](=[O:60])[N:24]=1)(=[O:21])[CH3:20].C(N(C(C)C)C(C)C)C.[C:70]([O:73][C@@H:74]1[C@@H:84]([O:85][C:86](=[O:88])[CH3:87])[C@H:83]([O:89][C:90](=[O:92])[CH3:91])[C@@H:82]([CH2:93][O:94][C:95](=[O:97])[CH3:96])[O:81][C@H:75]1[O:76][CH2:77][CH2:78][CH2:79]O)(=[O:72])[CH3:71].N1C=NN=N1, predict the reaction product. The product is: [C:19]([NH:22][C:23]1[CH:59]=[CH:58][N:26]([C@@H:27]2[O:57][C@H:31]([CH2:32][O:33][C:34]([C:51]3[CH:56]=[CH:55][CH:54]=[CH:53][CH:52]=3)([C:43]3[CH:48]=[CH:47][C:46]([O:49][CH3:50])=[CH:45][CH:44]=3)[C:35]3[CH:36]=[CH:37][C:38]([O:41][CH3:42])=[CH:39][CH:40]=3)[C@@H:29]([O:30][P:8]([N:12]([CH:13]([CH3:14])[CH3:15])[CH:16]([CH3:17])[CH3:18])([O:9][CH2:79][CH2:78][CH2:77][O:76][C@@H:75]3[O:81][C@H:82]([CH2:93][O:94][C:95](=[O:97])[CH3:96])[C@@H:83]([O:89][C:90](=[O:92])[CH3:91])[C@H:84]([O:85][C:86](=[O:88])[CH3:87])[C@H:74]3[O:73][C:70](=[O:72])[CH3:71])=[O:10])[CH2:28]2)[C:25](=[O:60])[N:24]=1)(=[O:21])[CH3:20]. (2) Given the reactants [O:1]1[CH:6]=[CH:5][CH2:4][CH2:3][CH2:2]1.[CH3:7][C:8]1[CH:9]=[CH:10][C:11](S(O)(=O)=O)=[CH:12][CH:13]=1.[OH2:18].Cl[CH2:20]Cl, predict the reaction product. The product is: [C:13]([CH:12]([O:18][CH:6]1[CH2:5][CH2:4][CH2:3][CH2:2][O:1]1)[CH2:11][CH2:10][CH2:9][CH2:8][CH3:7])#[CH:20].